This data is from Forward reaction prediction with 1.9M reactions from USPTO patents (1976-2016). The task is: Predict the product of the given reaction. (1) The product is: [Br:7][C:8]1[CH:9]=[C:10]([C:15]([C:16]([F:19])([F:18])[F:17])=[CH2:1])[CH:11]=[C:12]([Br:14])[CH:13]=1. Given the reactants [CH3:1]C([O-])(C)C.[K+].[Br:7][C:8]1[CH:9]=[C:10]([C:15](=O)[C:16]([F:19])([F:18])[F:17])[CH:11]=[C:12]([Br:14])[CH:13]=1, predict the reaction product. (2) Given the reactants [O:1]1[C:10]2[C:5](=[N:6][CH:7]=[CH:8][CH:9]=2)[CH:4]([NH:11][CH2:12][C:13]([O:15][CH2:16][C:17]2[CH:22]=[CH:21][CH:20]=[CH:19][CH:18]=2)=[O:14])[CH2:3][CH2:2]1.C=O.[C:25](O)(=O)C.C(O[BH-](OC(=O)C)OC(=O)C)(=O)C.[Na+], predict the reaction product. The product is: [O:1]1[C:10]2[C:5](=[N:6][CH:7]=[CH:8][CH:9]=2)[CH:4]([N:11]([CH3:25])[CH2:12][C:13]([O:15][CH2:16][C:17]2[CH:18]=[CH:19][CH:20]=[CH:21][CH:22]=2)=[O:14])[CH2:3][CH2:2]1. (3) Given the reactants BrCCBr.C[Si](Cl)(C)C.I[CH:11]1[CH2:14][N:13]([C:15]([O:17][C:18]([CH3:21])([CH3:20])[CH3:19])=[O:16])[CH2:12]1.O1C=CC=C1P(C1OC=CC=1)C1OC=CC=1.I[C:39]1[CH:44]=[CH:43][C:42]([N+:45]([O-:47])=[O:46])=[CH:41][CH:40]=1, predict the reaction product. The product is: [C:18]([O:17][C:15]([N:13]1[CH2:14][CH:11]([C:39]2[CH:44]=[CH:43][C:42]([N+:45]([O-:47])=[O:46])=[CH:41][CH:40]=2)[CH2:12]1)=[O:16])([CH3:21])([CH3:20])[CH3:19]. (4) Given the reactants [C:1]1([C:7]2[CH:21]=[CH:20][C:10]3[N:11]=[C:12]([CH2:14][C:15]([O:17][CH2:18][CH3:19])=[O:16])[S:13][C:9]=3[CH:8]=2)[CH:6]=[CH:5][CH:4]=[CH:3][CH:2]=1.C1CCN2C(=NCCC2)CC1.[CH3:33][S:34](Cl)(=[O:36])=[O:35], predict the reaction product. The product is: [CH3:33][S:34]([CH:14]([C:12]1[S:13][C:9]2[CH:8]=[C:7]([C:1]3[CH:2]=[CH:3][CH:4]=[CH:5][CH:6]=3)[CH:21]=[CH:20][C:10]=2[N:11]=1)[C:15]([O:17][CH2:18][CH3:19])=[O:16])(=[O:36])=[O:35]. (5) The product is: [C:5]1([CH:1]([OH:4])[CH2:2][CH3:3])[CH:10]=[CH:9][CH:8]=[CH:7][CH:6]=1. Given the reactants [C:1]([C:5]1[CH:10]=[CH:9][CH:8]=[CH:7][CH:6]=1)(=[O:4])[CH2:2][CH3:3].C(=O)([O-])[O-].[Na+].[Na+], predict the reaction product. (6) Given the reactants Cl[C:2]1[CH:11]=[CH:10][C:9]2[C:4](=[CH:5][CH:6]=[CH:7][CH:8]=2)[N:3]=1.[CH3:12][O:13][C:14]1[CH:15]=[C:16](B(O)O)[CH:17]=[CH:18][CH:19]=1.O.C([O-])([O-])=O.[K+].[K+], predict the reaction product. The product is: [CH3:12][O:13][C:14]1[CH:19]=[C:18]([C:2]2[CH:11]=[CH:10][C:9]3[C:4](=[CH:5][CH:6]=[CH:7][CH:8]=3)[N:3]=2)[CH:17]=[CH:16][CH:15]=1.